Task: Binary Classification. Given a drug SMILES string, predict its activity (active/inactive) in a high-throughput screening assay against a specified biological target.. Dataset: HIV replication inhibition screening data with 41,000+ compounds from the AIDS Antiviral Screen (1) The result is 0 (inactive). The molecule is CC(c1ccccc1)N1CN(C(=O)OCc2ccccc2)C(CO)C1=O. (2) The drug is O=C(CCCC[n+]1ccccc1)Sc1ccccc1C(=O)Nc1ccc(S(=O)(=O)c2ccc(NS(=O)(=O)Cc3ccccc3[N+](=O)[O-])cc2)cc1.[Br-]. The result is 1 (active). (3) The drug is COc1cccc(C=N[N+](C)(C)C)c1O. The result is 0 (inactive). (4) The molecule is CC1=C(C)C(=O)C(C2=C(C3=CC(=O)C(C)=C(C)C3=O)C(=O)c3ccccc3C2=O)=CC1=O. The result is 0 (inactive).